Dataset: Catalyst prediction with 721,799 reactions and 888 catalyst types from USPTO. Task: Predict which catalyst facilitates the given reaction. (1) Reactant: [CH2:1]([O:3][C:4](=[O:37])[CH2:5][C:6](=[O:36])[NH:7][C:8]1[CH:13]=[CH:12][C:11]([C:14]([C:16]2[S:17][CH:18]=[C:19]([C:21]3[CH:26]=[CH:25][CH:24]=[CH:23][CH:22]=3)[N:20]=2)=[O:15])=[CH:10][C:9]=1[C:27](=O)[C:28]1[CH:33]=[CH:32][CH:31]=[C:30]([Cl:34])[CH:29]=1)[CH3:2].CC(O)(C)C.[K].Cl. Product: [Cl:34][C:30]1[CH:29]=[C:28]([C:27]2[C:9]3[C:8](=[CH:13][CH:12]=[C:11]([C:14]([C:16]4[S:17][CH:18]=[C:19]([C:21]5[CH:22]=[CH:23][CH:24]=[CH:25][CH:26]=5)[N:20]=4)=[O:15])[CH:10]=3)[NH:7][C:6](=[O:36])[C:5]=2[C:4]([O:3][CH2:1][CH3:2])=[O:37])[CH:33]=[CH:32][CH:31]=1. The catalyst class is: 57. (2) Reactant: [F:1][C:2]1[CH:10]=[C:9]([C:11]2[N:16]=[C:15]3[N:17]([CH2:20][C:21]4[CH:22]=[C:23]5[C:28](=[CH:29][CH:30]=4)[N:27]=[CH:26][CH:25]=[CH:24]5)[N:18]=[N:19][C:14]3=[CH:13][CH:12]=2)[CH:8]=[CH:7][C:3]=1[C:4](O)=[O:5].C1C=CC2N(O)N=[N:37]C=2C=1.CCN=C=NC[CH2:47][CH2:48][N:49]([CH3:51])[CH3:50].Cl.C(N(CC)CC)C. Product: [CH3:51][N:49]([CH3:50])[CH2:48][CH2:47][NH:37][C:4](=[O:5])[C:3]1[CH:7]=[CH:8][C:9]([C:11]2[N:16]=[C:15]3[N:17]([CH2:20][C:21]4[CH:22]=[C:23]5[C:28](=[CH:29][CH:30]=4)[N:27]=[CH:26][CH:25]=[CH:24]5)[N:18]=[N:19][C:14]3=[CH:13][CH:12]=2)=[CH:10][C:2]=1[F:1]. The catalyst class is: 18. (3) Reactant: [C:1]([C:3]1[CH:4]=[CH:5][C:6]2[CH:10]=[C:9]([C:11]([O:13]C)=[O:12])[S:8][C:7]=2[CH:15]=1)#[N:2].CO.[OH-].[Na+]. Product: [C:1]([C:3]1[CH:4]=[CH:5][C:6]2[CH:10]=[C:9]([C:11]([OH:13])=[O:12])[S:8][C:7]=2[CH:15]=1)#[N:2]. The catalyst class is: 6. (4) The catalyst class is: 589. Reactant: [Cl:1][C:2]1[C:10]([OH:11])=[CH:9][C:8]([I:12])=[C:7]2[C:3]=1[CH2:4][NH:5][C:6]2=[O:13].C(=O)([O-])[O-].[K+].[K+].[C:20]([Si:24]([O:27][CH2:28][CH2:29][CH2:30]Br)([CH3:26])[CH3:25])([CH3:23])([CH3:22])[CH3:21]. Product: [Cl:1][C:2]1[C:10]([O:11][CH2:30][CH2:29][CH2:28][O:27][Si:24]([C:20]([CH3:21])([CH3:23])[CH3:22])([CH3:25])[CH3:26])=[CH:9][C:8]([I:12])=[C:7]2[C:3]=1[CH2:4][NH:5][C:6]2=[O:13].